Dataset: Forward reaction prediction with 1.9M reactions from USPTO patents (1976-2016). Task: Predict the product of the given reaction. (1) Given the reactants [C:1]([C:5]1[CH:9]=[C:8]([NH:10][C:11]([NH:13][C:14]2[CH:19]=[C:18]([N:20]3[CH2:29][C:28]4[C:23](=[N:24][C:25](SC)=[N:26][CH:27]=4)[N:22]([CH3:32])[C:21]3=[O:33])[C:17]([CH3:34])=[CH:16][C:15]=2[F:35])=[O:12])[N:7]([C:36]2[CH:41]=[CH:40][CH:39]=[CH:38][CH:37]=2)[N:6]=1)([CH3:4])([CH3:3])[CH3:2].C1C=C(Cl)C=C(C(OO)=O)C=1.[CH3:53][NH2:54], predict the reaction product. The product is: [C:1]([C:5]1[CH:9]=[C:8]([NH:10][C:11]([NH:13][C:14]2[CH:19]=[C:18]([N:20]3[CH2:29][C:28]4[C:23](=[N:24][C:25]([NH:54][CH3:53])=[N:26][CH:27]=4)[N:22]([CH3:32])[C:21]3=[O:33])[C:17]([CH3:34])=[CH:16][C:15]=2[F:35])=[O:12])[N:7]([C:36]2[CH:41]=[CH:40][CH:39]=[CH:38][CH:37]=2)[N:6]=1)([CH3:4])([CH3:3])[CH3:2]. (2) Given the reactants N(C(OCCOC)=O)=NC(OCCOC)=O.[CH3:17][C:18]1[CH:23]=[C:22]([N+:24]([O-:26])=[O:25])[C:21]([CH3:27])=[CH:20][C:19]=1[OH:28].[CH:29]1([CH2:32]O)[CH2:31][CH2:30]1.C1(P(C2C=CC=CC=2)C2C=CC=CC=2)C=CC=CC=1.C(=O)(O)[O-].[Na+], predict the reaction product. The product is: [CH:29]1([CH2:32][O:28][C:19]2[CH:20]=[C:21]([CH3:27])[C:22]([N+:24]([O-:26])=[O:25])=[CH:23][C:18]=2[CH3:17])[CH2:31][CH2:30]1. (3) Given the reactants [NH2:1][C:2]1[CH:7]=[C:6]([C:8]#[N:9])[CH:5]=[CH:4][N:3]=1.Br[CH2:11][C:12](=O)[C:13]([O:15][CH2:16][CH3:17])=[O:14], predict the reaction product. The product is: [CH2:16]([O:15][C:13]([C:12]1[N:1]=[C:2]2[CH:7]=[C:6]([C:8]#[N:9])[CH:5]=[CH:4][N:3]2[CH:11]=1)=[O:14])[CH3:17]. (4) Given the reactants [NH2:1][C:2]1[N:3]=[N:4][C:5]([CH3:8])=[CH:6][CH:7]=1.Br[CH2:10][C:11](=O)[CH2:12][CH3:13], predict the reaction product. The product is: [CH2:12]([C:11]1[N:1]=[C:2]2[CH:7]=[CH:6][C:5]([CH3:8])=[N:4][N:3]2[CH:10]=1)[CH3:13]. (5) Given the reactants [NH2:1][C:2]1[C:3]([NH:16][C:17]2[CH:22]=[CH:21][C:20]([Cl:23])=[CH:19][CH:18]=2)=[N:4][C:5]([C:14]#[N:15])=[N:6][C:7]=1[N:8]1[CH2:13][CH2:12][O:11][CH2:10][CH2:9]1.[NH:24]1CCCC[CH2:25]1, predict the reaction product. The product is: [NH2:24][C:25]1[N:16]([C:17]2[CH:22]=[CH:21][C:20]([Cl:23])=[CH:19][CH:18]=2)[C:3]2[C:2]([N:1]=1)=[C:7]([N:8]1[CH2:13][CH2:12][O:11][CH2:10][CH2:9]1)[N:6]=[C:5]([C:14]#[N:15])[N:4]=2. (6) Given the reactants [N:1]1[CH:6]=[CH:5][C:4]([C:7]2[N:11]3[CH:12]=[CH:13][C:14]([C:16]4[CH:21]=[CH:20][C:19]([OH:22])=[CH:18][CH:17]=4)=[CH:15][C:10]3=[N:9][CH:8]=2)=[CH:3][CH:2]=1.C([O-])([O-])=O.[Cs+].[Cs+].Cl.Cl[CH2:31][CH2:32][N:33]1[CH2:38][CH2:37][CH2:36][CH2:35][CH2:34]1, predict the reaction product. The product is: [N:33]1([CH2:32][CH2:31][O:22][C:19]2[CH:20]=[CH:21][C:16]([C:14]3[CH:13]=[CH:12][N:11]4[C:7]([C:4]5[CH:3]=[CH:2][N:1]=[CH:6][CH:5]=5)=[CH:8][N:9]=[C:10]4[CH:15]=3)=[CH:17][CH:18]=2)[CH2:38][CH2:37][CH2:36][CH2:35][CH2:34]1. (7) The product is: [F:32][C:29]1[CH:30]=[CH:31][C:25]2[N:24]=[C:23]([C:18]3[C:17]4[C:16]5[C:11](=[CH:12][CH:13]=[CH:14][CH:15]=5)[N:10]([C:8]5[CH:7]=[CH:6][C:3]([C:4]([NH2:5])=[O:48])=[C:2]([NH:39][CH2:40][CH2:41][C:42]6[CH:47]=[CH:46][CH:45]=[CH:44][N:43]=6)[CH:9]=5)[C:22]=4[CH:21]=[CH:20][CH:19]=3)[NH:27][C:26]=2[CH:28]=1. Given the reactants F[C:2]1[CH:9]=[C:8]([N:10]2[C:22]3[CH:21]=[CH:20][CH:19]=[C:18]([C:23]4[NH:27][C:26]5[CH:28]=[C:29]([F:32])[CH:30]=[CH:31][C:25]=5[N:24]=4)[C:17]=3[C:16]3[C:11]2=[CH:12][CH:13]=[CH:14][CH:15]=3)[CH:7]=[CH:6][C:3]=1[C:4]#[N:5].C(=O)([O-])[O-].[K+].[K+].[NH2:39][CH2:40][CH2:41][C:42]1[CH:47]=[CH:46][CH:45]=[CH:44][N:43]=1.[OH-:48].[Na+].OO, predict the reaction product. (8) Given the reactants [Br:1][C:2]1[CH:7]=[CH:6][C:5]([C:8]([CH3:12])([CH3:11])[CH2:9][OH:10])=[C:4]([F:13])[CH:3]=1.[H-].[Na+].[CH3:16]I, predict the reaction product. The product is: [CH3:16][O:10][CH2:9][C:8]([C:5]1[CH:6]=[CH:7][C:2]([Br:1])=[CH:3][C:4]=1[F:13])([CH3:11])[CH3:12]. (9) The product is: [O:27]=[C:24]1[NH:23][C:22]2[CH:28]=[C:18]([C:7]3[CH:8]([C:12]4[CH:13]=[CH:14][CH:15]=[CH:16][CH:17]=4)[O:9][C:10]4[C:5]([CH:6]=3)=[CH:4][CH:3]=[C:2]([C:36]#[N:37])[CH:11]=4)[CH:19]=[CH:20][C:21]=2[O:26][CH2:25]1. Given the reactants I[C:2]1[CH:11]=[C:10]2[C:5]([CH:6]=[C:7]([C:18]3[CH:19]=[CH:20][C:21]4[O:26][CH2:25][C:24](=[O:27])[NH:23][C:22]=4[CH:28]=3)[CH:8]([C:12]3[CH:17]=[CH:16][CH:15]=[CH:14][CH:13]=3)[O:9]2)=[CH:4][CH:3]=1.O.C(OCC)(=O)C.[CH3:36][N:37](C=O)C, predict the reaction product.